Dataset: Full USPTO retrosynthesis dataset with 1.9M reactions from patents (1976-2016). Task: Predict the reactants needed to synthesize the given product. (1) Given the product [CH:1]([C:4]1[NH:5][C:6]2[C:11]([C:12]=1/[CH:13]=[CH:18]/[C:17]([C:20]1[CH:25]=[CH:24][N:23]=[CH:22][CH:21]=1)=[O:19])=[CH:10][C:9]([O:15][CH3:16])=[CH:8][CH:7]=2)([CH3:3])[CH3:2], predict the reactants needed to synthesize it. The reactants are: [CH:1]([C:4]1[NH:5][C:6]2[C:11]([C:12]=1[CH:13]=O)=[CH:10][C:9]([O:15][CH3:16])=[CH:8][CH:7]=2)([CH3:3])[CH3:2].[C:17]([C:20]1[CH:25]=[CH:24][N:23]=[CH:22][CH:21]=1)(=[O:19])[CH3:18].N1CCCCC1. (2) Given the product [NH2:33][C:34]1[N:35]=[C:36]([Cl:44])[C:37]2[C:42]([CH3:43])=[CH:41][N:40]([C@@H:13]3[O:16][C@H:17]([CH2:18][O:19][CH2:20][C:21]4[CH:26]=[CH:25][C:24]([Cl:27])=[CH:23][C:22]=4[Cl:28])[C@@H:11]([O:10][CH2:9][C:3]4[CH:4]=[CH:5][C:6]([Cl:8])=[CH:7][C:2]=4[Cl:1])[C@@:12]3([CH3:30])[OH:29])[C:38]=2[N:39]=1, predict the reactants needed to synthesize it. The reactants are: [Cl:1][C:2]1[CH:7]=[C:6]([Cl:8])[CH:5]=[CH:4][C:3]=1[CH2:9][O:10][C@@H:11]1[C@@H:17]([CH2:18][O:19][CH2:20][C:21]2[CH:26]=[CH:25][C:24]([Cl:27])=[CH:23][C:22]=2[Cl:28])[O:16][C@H:13](OC)[C@:12]1([CH3:30])[OH:29].Br.[Na].[NH2:33][C:34]1[NH:39][C:38]2=[N:40][CH:41]=[C:42]([CH3:43])[C:37]2=[C:36]([Cl:44])[N:35]=1.C(#N)C. (3) Given the product [CH2:1]([NH:8][C:9]1[C:18]2[CH:17]=[N:16][C:15]([C:19]([F:22])([F:21])[F:20])=[N:14][C:13]=2[N:12]([OH:23])[C:11](=[O:31])[CH:10]=1)[C:2]1[CH:3]=[CH:4][CH:5]=[CH:6][CH:7]=1, predict the reactants needed to synthesize it. The reactants are: [CH2:1]([NH:8][C:9]1[C:18]2[CH:17]=[N:16][C:15]([C:19]([F:22])([F:21])[F:20])=[N:14][C:13]=2[N:12]([O:23]CC2C=CC=CC=2)[C:11](=[O:31])[CH:10]=1)[C:2]1[CH:7]=[CH:6][CH:5]=[CH:4][CH:3]=1.[H][H].